From a dataset of Catalyst prediction with 721,799 reactions and 888 catalyst types from USPTO. Predict which catalyst facilitates the given reaction. (1) Reactant: BrC1C(N2CCN(CC3C=NC=CC=3)CC2)=C2N=C(C3C=CC(CN)=CC=3)NC2=NC=1.[CH2:32]([CH:39]1[CH2:44][CH2:43][N:42]([C:45]2[C:50]([Br:51])=[CH:49][N:48]=[C:47]3[NH:52][C:53]([C:55]4[CH:69]=[CH:68][C:58]([CH2:59][NH:60]C(=O)OC(C)(C)C)=[CH:57][CH:56]=4)=[N:54][C:46]=23)[CH2:41][CH2:40]1)[C:33]1[CH:38]=[CH:37][CH:36]=[CH:35][CH:34]=1.C(O)(C(F)(F)F)=O. Product: [CH2:32]([CH:39]1[CH2:40][CH2:41][N:42]([C:45]2[C:50]([Br:51])=[CH:49][N:48]=[C:47]3[NH:52][C:53]([C:55]4[CH:69]=[CH:68][C:58]([CH2:59][NH2:60])=[CH:57][CH:56]=4)=[N:54][C:46]=23)[CH2:43][CH2:44]1)[C:33]1[CH:38]=[CH:37][CH:36]=[CH:35][CH:34]=1. The catalyst class is: 2. (2) Reactant: [Cl:1][C:2]1[N:7]=[C:6](Cl)[C:5]([F:9])=[CH:4][N:3]=1.N#N.[CH2:12]1[CH2:22][O:21][C:20]2[CH:19]=[CH:18][C:16]([NH2:17])=[CH:15][C:14]=2[O:13]1.Cl.[CH3:24]O. Product: [Cl:1][C:2]1[N:7]=[C:6]([N:17]([C:16]2[CH:18]=[CH:19][C:20]3[O:21][CH2:22][CH2:12][O:13][C:14]=3[CH:15]=2)[CH3:24])[C:5]([F:9])=[CH:4][N:3]=1. The catalyst class is: 6.